From a dataset of Forward reaction prediction with 1.9M reactions from USPTO patents (1976-2016). Predict the product of the given reaction. (1) Given the reactants N/[C:2](=[CH:5]\[CH3:6])/[C:3]#[N:4].[NH:7]([C:9]1[CH:14]=[CH:13][CH:12]=[CH:11][N:10]=1)[NH2:8].C(O)(=O)C, predict the reaction product. The product is: [CH3:6][C:5]1[CH:2]=[C:3]([NH2:4])[N:7]([C:9]2[CH:14]=[CH:13][CH:12]=[CH:11][N:10]=2)[N:8]=1. (2) Given the reactants Br[C:2]1[CH:3]=[C:4]([NH2:9])[C:5]([NH2:8])=[CH:6][CH:7]=1.C([O-])([O-])=O.[Na+].[Na+].[S:16]1[CH:20]=[CH:19][CH:18]=[C:17]1B(O)O.CN(C=[O:28])C.[OH2:29], predict the reaction product. The product is: [N+:9]([C:4]1[CH:3]=[C:2]([C:17]2[S:16][CH:20]=[CH:19][CH:18]=2)[CH:7]=[CH:6][C:5]=1[NH2:8])([O-:28])=[O:29]. (3) Given the reactants [N:1]1([C:6]2[CH:7]=[C:8]3[C:13](=[CH:14][C:15]=2[C:16]([F:19])([F:18])[F:17])[NH:12][C:11](=[O:20])[N:10]([NH:21][S:22]([CH3:25])(=[O:24])=[O:23])[C:9]3=[O:26])[CH:5]=[CH:4][N:3]=[CH:2]1.[C:27](Cl)(=[O:33])[CH2:28][CH2:29][CH2:30][CH2:31][CH3:32], predict the reaction product. The product is: [C:27]([N:21]([N:10]1[C:9](=[O:26])[C:8]2[C:13](=[CH:14][C:15]([C:16]([F:18])([F:19])[F:17])=[C:6]([N:1]3[CH:5]=[CH:4][N:3]=[CH:2]3)[CH:7]=2)[NH:12][C:11]1=[O:20])[S:22]([CH3:25])(=[O:23])=[O:24])(=[O:33])[CH2:28][CH2:29][CH2:30][CH2:31][CH3:32]. (4) Given the reactants [CH:1]([C:3]1[CH:12]=[CH:11][C:6]([C:7]([O:9][CH3:10])=[O:8])=[CH:5][CH:4]=1)=[O:2].[I-].[K+].Br[CH2:16][CH:17]=[CH2:18].[Cl-].[NH4+], predict the reaction product. The product is: [OH:2][CH:1]([C:3]1[CH:12]=[CH:11][C:6]([C:7]([O:9][CH3:10])=[O:8])=[CH:5][CH:4]=1)[CH2:18][CH:17]=[CH2:16].